Dataset: Full USPTO retrosynthesis dataset with 1.9M reactions from patents (1976-2016). Task: Predict the reactants needed to synthesize the given product. Given the product [NH2:32][C:4]1[S:3][C:2]([C:42]2[C:43]([C:47]([F:49])([F:50])[F:48])=[CH:44][CH:45]=[CH:46][C:41]=2[Cl:40])=[N:6][C:5]=1[C:7]([NH:8][C:9]1[CH:10]=[N:11][N:12]([CH3:30])[C:13]=1[C@@H:14]1[CH2:20][CH2:19][C@@H:18]([NH2:21])[C@H:17]([F:29])[CH2:16][O:15]1)=[O:31], predict the reactants needed to synthesize it. The reactants are: Br[C:2]1[S:3][C:4]([NH:32]C(=O)OC(C)(C)C)=[C:5]([C:7](=[O:31])[NH:8][C:9]2[CH:10]=[N:11][N:12]([CH3:30])[C:13]=2[C@@H:14]2[CH2:20][CH2:19][C@@H:18]([NH:21]C(OC(C)(C)C)=O)[C@H:17]([F:29])[CH2:16][O:15]2)[N:6]=1.[Cl:40][C:41]1[CH:46]=[CH:45][CH:44]=[C:43]([C:47]([F:50])([F:49])[F:48])[C:42]=1B(O)O.